This data is from Full USPTO retrosynthesis dataset with 1.9M reactions from patents (1976-2016). The task is: Predict the reactants needed to synthesize the given product. (1) The reactants are: [O:1]=[C:2]1[CH2:8][C@@H:7]2[N:9]([C:10]([O:12][C:13]([CH3:16])([CH3:15])[CH3:14])=[O:11])[C@@H:4]([CH2:5][CH2:6]2)[CH:3]1[C:17]([O:19][CH3:20])=[O:18].[BH4-].[Na+]. Given the product [OH:1][CH:2]1[CH2:8][C@@H:7]2[N:9]([C:10]([O:12][C:13]([CH3:14])([CH3:15])[CH3:16])=[O:11])[C@@H:4]([CH2:5][CH2:6]2)[CH:3]1[C:17]([O:19][CH3:20])=[O:18], predict the reactants needed to synthesize it. (2) Given the product [C:30]1([CH:29]([C:36]2[CH:37]=[CH:38][CH:39]=[CH:40][CH:41]=2)[CH2:28][CH2:27][S:1][C:2]2[S:3][C:4]3[CH2:13][C:12]4[C:11]([O:15][CH2:16][C:17]([O:19][CH2:20][CH3:21])=[O:18])=[CH:10][CH:9]=[CH:8][C:7]=4[C:5]=3[N:6]=2)[CH:35]=[CH:34][CH:33]=[CH:32][CH:31]=1, predict the reactants needed to synthesize it. The reactants are: [SH:1][C:2]1[S:3][C:4]2C[CH2:13][C:12]3[C:7](=[CH:8][CH:9]=[CH:10][C:11]=3[O:15][CH2:16][C:17]([O:19][CH2:20][CH3:21])=[O:18])[C:5]=2[N:6]=1.CS(O[CH2:27][CH2:28][CH:29]([C:36]1[CH:41]=[CH:40][CH:39]=[CH:38][CH:37]=1)[C:30]1[CH:35]=[CH:34][CH:33]=[CH:32][CH:31]=1)(=O)=O.C(=O)([O-])[O-].[K+].[K+]. (3) Given the product [Cl:32][C:33]1[N:34]=[CH:35][N:36]([C:38]2[CH:44]=[CH:43][C:41]([NH:42][C:2]3[N:3]=[C:4]([N:18]4[CH2:22][CH2:21][CH:20]([N:23]([CH3:31])[C:24](=[O:30])[O:25][C:26]([CH3:27])([CH3:29])[CH3:28])[CH2:19]4)[C:5]4[CH2:10][CH2:9][CH:8]([C:11]5[CH:12]=[CH:13][C:14]([F:17])=[CH:15][CH:16]=5)[C:6]=4[N:7]=3)=[CH:40][C:39]=2[O:45][CH3:46])[CH:37]=1, predict the reactants needed to synthesize it. The reactants are: Cl[C:2]1[N:3]=[C:4]([N:18]2[CH2:22][CH2:21][CH:20]([N:23]([CH3:31])[C:24](=[O:30])[O:25][C:26]([CH3:29])([CH3:28])[CH3:27])[CH2:19]2)[C:5]2[CH2:10][CH2:9][CH:8]([C:11]3[CH:16]=[CH:15][C:14]([F:17])=[CH:13][CH:12]=3)[C:6]=2[N:7]=1.[Cl:32][C:33]1[N:34]=[CH:35][N:36]([C:38]2[CH:44]=[CH:43][C:41]([NH2:42])=[CH:40][C:39]=2[O:45][CH3:46])[CH:37]=1. (4) Given the product [F:1][C:2]1[C:9]([CH2:10][O:11][CH2:12][CH2:13][O:14][Si:23]([CH:30]([CH3:32])[CH3:31])([CH:27]([CH3:29])[CH3:28])[CH:24]([CH3:26])[CH3:25])=[CH:8][C:7]([O:15][CH3:16])=[CH:6][C:3]=1[CH:4]=[O:5], predict the reactants needed to synthesize it. The reactants are: [F:1][C:2]1[C:9]([CH2:10][O:11][CH2:12][CH2:13][OH:14])=[CH:8][C:7]([O:15][CH3:16])=[CH:6][C:3]=1[CH:4]=[O:5].N1C=CN=C1.Cl[Si:23]([CH:30]([CH3:32])[CH3:31])([CH:27]([CH3:29])[CH3:28])[CH:24]([CH3:26])[CH3:25].O. (5) Given the product [C:6]([C:7]1[CH:16]=[CH:15][C:10]([C:11]([O:13][CH3:14])=[O:12])=[CH:9][CH:8]=1)#[CH:5], predict the reactants needed to synthesize it. The reactants are: C[Si]([C:5]#[C:6][C:7]1[CH:16]=[CH:15][C:10]([C:11]([O:13][CH3:14])=[O:12])=[CH:9][CH:8]=1)(C)C.C(=O)([O-])[O-].[K+].[K+].